This data is from Kir2.1 potassium channel HTS with 301,493 compounds. The task is: Binary Classification. Given a drug SMILES string, predict its activity (active/inactive) in a high-throughput screening assay against a specified biological target. (1) The drug is S(=O)(=O)(N1C(CCC1)CNC(=O)C(=O)NC1CC1)c1ccc(cc1)C. The result is 0 (inactive). (2) The drug is O=C1N(CC2CCCCC2)CC(CC1)C(=O)N(Cc1c([nH]nc1C)C)C. The result is 0 (inactive). (3) The molecule is O(c1c(N(C(=O)c2c3c(c(=O)n(c2)C)cccc3)C)cccc1)CC. The result is 0 (inactive). (4) The molecule is S(=O)(=O)(N1CCC2(OCCO2)CC1)c1cc2c(oc(c2C)C(=O)Nc2ccc(F)cc2)cc1. The result is 0 (inactive). (5) The molecule is O(c1c2c(CC)cc(oc2cc(c1)C)=O)C(C(=O)NCc1ncccc1)C. The result is 0 (inactive). (6) The compound is S(=O)(=O)(Nc1c(OC)cccc1)c1cc2CCN(c2cc1)C(=O)CCC(O)=O. The result is 0 (inactive). (7) The molecule is OCCNc1nc(N2CCCC2)nc(N2CCCC2)n1. The result is 0 (inactive). (8) The drug is s1c(/C=N\NC(=O)C(O)c2ccccc2)ccc1. The result is 0 (inactive). (9) The result is 1 (active). The compound is S(CC(=O)N1C(C=C(c2c1ccc(c2)C)C)(C)C)c1sc(nn1)C. (10) The drug is o1nc(cc1c1ccccc1)C(OC)=O. The result is 0 (inactive).